Task: Predict the product of the given reaction.. Dataset: Forward reaction prediction with 1.9M reactions from USPTO patents (1976-2016) (1) Given the reactants [Cl:1][C:2]1[C:7]([C:8]#[N:9])=[C:6]([C:10]2[CH:15]=[CH:14][C:13]([O:16][C:17]3[CH:22]=[CH:21][CH:20]=[CH:19][CH:18]=3)=[CH:12][CH:11]=2)[N:5]=[C:4]([C:23]2[CH:28]=[CH:27][C:26]([N+:29]([O-])=O)=[CH:25][CH:24]=2)[CH:3]=1.[Cl-].[NH4+].C1COCC1, predict the reaction product. The product is: [NH2:29][C:26]1[CH:25]=[CH:24][C:23]([C:4]2[CH:3]=[C:2]([Cl:1])[C:7]([C:8]#[N:9])=[C:6]([C:10]3[CH:15]=[CH:14][C:13]([O:16][C:17]4[CH:18]=[CH:19][CH:20]=[CH:21][CH:22]=4)=[CH:12][CH:11]=3)[N:5]=2)=[CH:28][CH:27]=1. (2) Given the reactants [C:1]([NH:11][C@H:12]([C:20]([OH:22])=O)[CH2:13][C:14]1[CH:19]=[CH:18][CH:17]=[CH:16][CH:15]=1)([O:3][CH2:4][C:5]1[CH:10]=[CH:9][CH:8]=[CH:7][CH:6]=1)=[O:2].Cl.[C:24]([O:28][C:29]([NH:31][CH2:32][CH2:33][NH2:34])=[O:30])([CH3:27])([CH3:26])[CH3:25].O.ON1C2C=CC=CC=2N=N1.CN1CCOCC1.Cl.C(N=C=NCCCN(C)C)C.C(O)(=O)CC(CC(O)=O)(C(O)=O)O, predict the reaction product. The product is: [NH:11]([C:1]([O:3][CH2:4][C:5]1[CH:6]=[CH:7][CH:8]=[CH:9][CH:10]=1)=[O:2])[C@H:12]([C:20]([NH:34][CH2:33][CH2:32][NH:31][C:29]([O:28][C:24]([CH3:27])([CH3:26])[CH3:25])=[O:30])=[O:22])[CH2:13][C:14]1[CH:15]=[CH:16][CH:17]=[CH:18][CH:19]=1. (3) Given the reactants Br.[NH2:2][C:3]1[CH:4]=[C:5]([C:8]([O:10][CH3:11])=[O:9])[S:6][CH:7]=1.[N:12]([O-])=O.[Na+].[F:16][P-:17]([F:22])([F:21])([F:20])([F:19])[F:18].[H+], predict the reaction product. The product is: [F:16][P-:17]([F:22])([F:21])([F:20])([F:19])[F:18].[CH3:11][O:10][C:8]([C:5]1[S:6][CH:7]=[C:3]([N+:2]#[N:12])[CH:4]=1)=[O:9]. (4) Given the reactants [F:1][C:2]1[CH:16]=[CH:15][C:5]2[C:6]([CH:9]3[CH2:14][CH2:13][NH:12][CH2:11][CH2:10]3)=[N:7][O:8][C:4]=2[CH:3]=1.C(=O)([O-])[O-].[Na+].[Na+].[I-].[K+].[CH3:25][N:26]([CH:28]=[O:29])[CH3:27], predict the reaction product. The product is: [F:1][C:2]1[CH:16]=[CH:15][C:5]2[C:6]([CH:9]3[CH2:10][CH2:11][N:12]([CH2:3][CH2:4][C:5]4[C:28](=[O:29])[N:26]5[CH2:27][CH2:15][CH2:16][CH2:2][C:25]5=[N:7][C:6]=4[CH3:9])[CH2:13][CH2:14]3)=[N:7][O:8][C:4]=2[CH:3]=1. (5) Given the reactants [Cl:1][C:2]1[CH:7]=[CH:6][CH:5]=[C:4]([F:8])[C:3]=1[NH:9][C:10]1[NH:14][C:13]2[C:15]([N+:24]([O-])=O)=[C:16]([OH:23])[C:17]([C:19]([O:21][CH3:22])=[O:20])=[CH:18][C:12]=2[N:11]=1.[In].[C:28](O)(=O)[CH3:29].C(OC)(OC)(OC)C, predict the reaction product. The product is: [Cl:1][C:2]1[CH:7]=[CH:6][CH:5]=[C:4]([F:8])[C:3]=1[NH:9][C:10]1[NH:14][C:13]2[C:15]3[N:24]=[C:28]([CH3:29])[O:23][C:16]=3[C:17]([C:19]([O:21][CH3:22])=[O:20])=[CH:18][C:12]=2[N:11]=1. (6) The product is: [ClH:1].[CH3:2][C:67]1[C:68]([O:73][S:74]([C:77]2[CH:82]=[CH:81][CH:80]=[CH:79][C:78]=2[S:83]([N:86]2[CH2:87][CH2:88][N:89]([C:92]3[CH:97]=[CH:96][CH:95]=[CH:94][N:93]=3)[CH2:90][CH2:91]2)(=[O:84])=[O:85])(=[O:75])=[O:76])=[CH:69][CH:70]=[CH:71][C:66]=1[O:65][CH2:64][CH2:63][CH2:62][O:61][NH:50][C:51]([NH2:53])=[NH:52]. Given the reactants [ClH:1].[CH3:2]C1C=C(OS(C2C=CC=CC=2S(N2CCN(C3C=CC=CN=3)CC2)(=O)=O)(=O)=O)C=C(C=1)ON(OCCC)C(N)=N.C(OC([N:50]([O:61][CH2:62][CH2:63][CH2:64][O:65][C:66]1[CH:71]=[C:70](C)[CH:69]=[C:68]([O:73][S:74]([C:77]2[CH:82]=[CH:81][CH:80]=[CH:79][C:78]=2[S:83]([N:86]2[CH2:91][CH2:90][N:89]([C:92]3[CH:97]=[CH:96][CH:95]=[CH:94][N:93]=3)[CH2:88][CH2:87]2)(=[O:85])=[O:84])(=[O:76])=[O:75])[CH:67]=1)[C:51]([NH:53]C(OC(C)(C)C)=O)=[NH:52])=O)(C)(C)C.C(C(=CC1C=CC(O)=CC=1)C(O)=O)#N, predict the reaction product. (7) Given the reactants [Br:1][C:2]1[CH:3]=[N:4][C:5]2[N:6]([N:8]=[C:9]([C:11]([OH:13])=O)[CH:10]=2)[CH:7]=1.[F:14][C:15]1[N:20]=[CH:19][C:18]([C:21]2[N:25]3[CH2:26][CH2:27][NH:28][CH2:29][C:24]3=[N:23][CH:22]=2)=[CH:17][CH:16]=1, predict the reaction product. The product is: [Br:1][C:2]1[CH:3]=[N:4][C:5]2[N:6]([N:8]=[C:9]([C:11]([N:28]3[CH2:27][CH2:26][N:25]4[C:21]([C:18]5[CH:19]=[N:20][C:15]([F:14])=[CH:16][CH:17]=5)=[CH:22][N:23]=[C:24]4[CH2:29]3)=[O:13])[CH:10]=2)[CH:7]=1.